This data is from Full USPTO retrosynthesis dataset with 1.9M reactions from patents (1976-2016). The task is: Predict the reactants needed to synthesize the given product. (1) The reactants are: [CH:1]1([N:7]([CH:18]2[CH2:23][CH2:22][CH2:21][CH2:20][CH2:19]2)[C:8]([NH:10][C:11]2[S:12][C:13]([CH:16]=O)=[CH:14][N:15]=2)=[O:9])[CH2:6][CH2:5][CH2:4][CH2:3][CH2:2]1.[N:24]1([C:30](=[O:33])[CH2:31][CH3:32])[CH2:29][CH2:28][NH:27][CH2:26][CH2:25]1.C(O[BH-](OC(=O)C)OC(=O)C)(=O)C.[Na+]. Given the product [CH:18]1([N:7]([CH:1]2[CH2:6][CH2:5][CH2:4][CH2:3][CH2:2]2)[C:8]([NH:10][C:11]2[S:12][C:13]([CH2:16][N:27]3[CH2:28][CH2:29][N:24]([C:30](=[O:33])[CH2:31][CH3:32])[CH2:25][CH2:26]3)=[CH:14][N:15]=2)=[O:9])[CH2:19][CH2:20][CH2:21][CH2:22][CH2:23]1, predict the reactants needed to synthesize it. (2) Given the product [ClH:23].[CH3:1][C:2]1[CH:7]=[C:6]([O:8][CH3:9])[C:5]([N+:10]([O-:12])=[O:11])=[CH:4][C:3]=1[NH2:13], predict the reactants needed to synthesize it. The reactants are: [CH3:1][C:2]1[CH:7]=[C:6]([O:8][CH3:9])[C:5]([N+:10]([O-:12])=[O:11])=[CH:4][C:3]=1[NH:13]C(=O)C.O1CCOCC1.[ClH:23].